This data is from Forward reaction prediction with 1.9M reactions from USPTO patents (1976-2016). The task is: Predict the product of the given reaction. Given the reactants [OH:1][CH:2]1[CH2:5][N:4]([C:6]([O:8][C:9]([CH3:12])([CH3:11])[CH3:10])=[O:7])[CH2:3]1.N(C(N1CCCCC1)=O)=NC(N1CCCCC1)=O.[F:31][C:32]([F:41])([F:40])[C:33]1[CH:38]=[CH:37][CH:36]=[CH:35][C:34]=1O.C(P(CCCC)CCCC)CCC.Cl, predict the reaction product. The product is: [F:31][C:32]([F:41])([F:40])[C:33]1[CH:38]=[CH:37][CH:36]=[CH:35][C:34]=1[O:1][CH:2]1[CH2:3][N:4]([C:6]([O:8][C:9]([CH3:12])([CH3:11])[CH3:10])=[O:7])[CH2:5]1.